This data is from Forward reaction prediction with 1.9M reactions from USPTO patents (1976-2016). The task is: Predict the product of the given reaction. (1) Given the reactants [O:1]1[CH2:6][CH2:5][CH:4]([NH:7][C:8]([C:10]2[C:11]([C:23]3[S:24][C:25]4[CH2:31][CH2:30][CH2:29][CH2:28][C:26]=4[N:27]=3)=[N:12][N:13](COCC[Si](C)(C)C)[CH:14]=2)=[O:9])[CH2:3][CH2:2]1.FC(F)(F)C(O)=O, predict the reaction product. The product is: [O:1]1[CH2:6][CH2:5][CH:4]([NH:7][C:8]([C:10]2[C:11]([C:23]3[S:24][C:25]4[CH2:31][CH2:30][CH2:29][CH2:28][C:26]=4[N:27]=3)=[N:12][NH:13][CH:14]=2)=[O:9])[CH2:3][CH2:2]1. (2) The product is: [CH3:1][O:2][C:3]1[CH:8]=[C:7]([O:9][CH3:10])[N:6]=[C:5]([C:11]2[C:20]3[C:19](=[C:18]([CH2:17][O:16][CH3:15])[CH:23]=[CH:22][CH:21]=3)[NH:24][C:12]=2[CH3:13])[N:4]=1. Given the reactants [CH3:1][O:2][C:3]1[CH:8]=[C:7]([O:9][CH3:10])[N:6]=[C:5]([CH2:11][C:12](=O)[CH3:13])[N:4]=1.[CH3:15][O:16][CH2:17][C:18]1[CH:23]=[CH:22][CH:21]=[CH:20][C:19]=1[NH:24]N.C1(C)C=CC=CC=1.O, predict the reaction product. (3) Given the reactants [C:1]([O:5][C:6]([N:8]1[CH2:13][CH2:12][N:11]([C:14]([C:16]2[N:17]([CH3:33])[C:18]3[C:23]([CH:24]=2)=[CH:22][C:21]([O:25][C:26]2[CH:31]=[CH:30][C:29]([NH2:32])=[CH:28][N:27]=2)=[CH:20][CH:19]=3)=[O:15])[CH2:10][CH2:9]1)=[O:7])([CH3:4])([CH3:3])[CH3:2].[Cl:34][C:35]1[CH:36]=[C:37]([S:42](Cl)(=[O:44])=[O:43])[CH:38]=[CH:39][C:40]=1[Cl:41].N1C=CC=CC=1.O, predict the reaction product. The product is: [C:1]([O:5][C:6]([N:8]1[CH2:9][CH2:10][N:11]([C:14]([C:16]2[N:17]([CH3:33])[C:18]3[C:23]([CH:24]=2)=[CH:22][C:21]([O:25][C:26]2[CH:31]=[CH:30][C:29]([NH:32][S:42]([C:37]4[CH:38]=[CH:39][C:40]([Cl:41])=[C:35]([Cl:34])[CH:36]=4)(=[O:44])=[O:43])=[CH:28][N:27]=2)=[CH:20][CH:19]=3)=[O:15])[CH2:12][CH2:13]1)=[O:7])([CH3:4])([CH3:3])[CH3:2]. (4) Given the reactants C[C:2]1(C)[CH2:7][CH2:6][C:5]([C:8]2[C:13]([N+]([O-])=O)=[CH:12][CH:11]=[CH:10][N:9]=2)=[CH:4][CH2:3]1.C([O-])([O-])=O.[Na+].[Na+], predict the reaction product. The product is: [NH2:9][C:8]1[CH:5]=[CH:4][C:12]([CH2:11][C:10]#[N:9])=[CH:13][C:8]=1[C:5]1[CH2:6][CH2:7][CH2:2][CH2:3][CH:4]=1.